Dataset: Forward reaction prediction with 1.9M reactions from USPTO patents (1976-2016). Task: Predict the product of the given reaction. (1) Given the reactants [O:1]1[CH2:6][CH2:5][CH2:4][CH2:3][CH:2]1[O:7][CH2:8][CH2:9][CH2:10][C:11]1[CH:12]=[C:13]([CH2:17][OH:18])[CH:14]=[CH:15][CH:16]=1.[CH3:19][S:20](Cl)(=[O:22])=[O:21], predict the reaction product. The product is: [CH3:19][S:20]([O:18][CH2:17][C:13]1[CH:14]=[CH:15][CH:16]=[C:11]([CH2:10][CH2:9][CH2:8][O:7][CH:2]2[CH2:3][CH2:4][CH2:5][CH2:6][O:1]2)[CH:12]=1)(=[O:22])=[O:21]. (2) Given the reactants [CH3:1][C:2]([CH3:31])([CH3:30])[C:3]#[C:4][C:5]1[CH:6]=[C:7]2[C@:18]3([CH2:22][O:21][C:20]([NH2:23])=[N:19]3)[C:17]3[C:12](=[CH:13][CH:14]=[C:15]([C:24]4[CH:25]=[N:26][CH:27]=[CH:28][CH:29]=4)[CH:16]=3)[O:11][C:8]2=[N:9][CH:10]=1, predict the reaction product. The product is: [CH3:1][C:2]([CH3:31])([CH3:30])[CH2:3][CH2:4][C:5]1[CH:6]=[C:7]2[C@:18]3([CH2:22][O:21][C:20]([NH2:23])=[N:19]3)[C:17]3[C:12](=[CH:13][CH:14]=[C:15]([C:24]4[CH:25]=[N:26][CH:27]=[CH:28][CH:29]=4)[CH:16]=3)[O:11][C:8]2=[N:9][CH:10]=1. (3) Given the reactants [CH:1]([C:3]1[C:8](I)=[CH:7][CH:6]=[CH:5][C:4]=1[N:10]1[CH:14]=[C:13]([C:15]#[N:16])[C:12]([NH:17][C:18]2[CH:23]=[CH:22][C:21]([C:24]([N:26]3[CH2:31][CH2:30][O:29][CH2:28][CH2:27]3)=[O:25])=[CH:20][CH:19]=2)=[N:11]1)=[O:2].[C:32]([C:36]1[CH:37]=[C:38]2[C:43](=[C:44]([F:46])[CH:45]=1)[C:42](=[O:47])[NH:41][N:40]=[CH:39]2)([CH3:35])([CH3:34])[CH3:33].C(=O)(O)[O-].[Na+], predict the reaction product. The product is: [C:32]([C:36]1[CH:37]=[C:38]2[C:43](=[C:44]([F:46])[CH:45]=1)[C:42](=[O:47])[N:41]([C:8]1[C:3]([CH:1]=[O:2])=[C:4]([N:10]3[CH:14]=[C:13]([C:15]#[N:16])[C:12]([NH:17][C:18]4[CH:23]=[CH:22][C:21]([C:24]([N:26]5[CH2:31][CH2:30][O:29][CH2:28][CH2:27]5)=[O:25])=[CH:20][CH:19]=4)=[N:11]3)[CH:5]=[CH:6][CH:7]=1)[N:40]=[CH:39]2)([CH3:35])([CH3:33])[CH3:34]. (4) Given the reactants [Cl:1][C:2]1[C:3]([CH3:12])=N[N:5]([CH2:8][C:9](O)=O)[C:6]=1[CH3:7].N1C=CC=CC=1.[Cl:19][C:20]1[CH:21]=[C:22]([NH:32][C:33](=[O:44])[C:34]2[CH:39]=[CH:38][CH:37]=[C:36]([C:40]([F:43])([F:42])[F:41])[CH:35]=2)[C:23]([N:26]2[CH2:31][CH2:30][NH:29][CH2:28][CH2:27]2)=[N:24][CH:25]=1.CN(C)[CH:47]=[O:48], predict the reaction product. The product is: [Cl:19][C:20]1[CH:21]=[C:22]([NH:32][C:33](=[O:44])[C:34]2[CH:39]=[CH:38][CH:37]=[C:36]([C:40]([F:42])([F:43])[F:41])[CH:35]=2)[C:23]([N:26]2[CH2:31][CH2:30][N:29]([C:47](=[O:48])[CH2:9][CH:8]3[C:3]([CH3:12])=[C:2]([Cl:1])[C:6]([CH3:7])=[N:5]3)[CH2:28][CH2:27]2)=[N:24][CH:25]=1.